Dataset: Reaction yield outcomes from USPTO patents with 853,638 reactions. Task: Predict the reaction yield, written as a fraction of the theoretical maximum amount of product (1.0 means a 100% yield; for example, 0.34 means a 34% yield). (1) The reactants are [Cl:1][C:2]1[C:3]([CH3:15])=[C:4](I)[C:5]([O:11][CH2:12][CH3:13])=[C:6]([C:8](=[O:10])[CH3:9])[CH:7]=1.[CH3:16][C:17]1(C)C(C)(C)OB(C=C)O1.ClCCl.C(=O)([O-])[O-].[K+].[K+]. The catalyst is O1CCOCC1.C1C=CC(P(C2C=CC=CC=2)[C-]2C=CC=C2)=CC=1.C1C=CC(P(C2C=CC=CC=2)[C-]2C=CC=C2)=CC=1.Cl[Pd]Cl.[Fe+2].O. The product is [Cl:1][C:2]1[C:3]([CH3:15])=[C:4]([CH:16]=[CH2:17])[C:5]([O:11][CH2:12][CH3:13])=[C:6]([C:8](=[O:10])[CH3:9])[CH:7]=1. The yield is 0.820. (2) The reactants are [Cl:1][C:2]1[CH:28]=[CH:27][C:5]([CH2:6][N:7]2[C:12](SCC)=[N:11][C:10](=[O:16])[N:9]([CH2:17][C:18]3[CH:19]=[N:20][C:21]([O:24][CH3:25])=[CH:22][CH:23]=3)[C:8]2=[O:26])=[CH:4][CH:3]=1.[F:29][C:30]1[CH:31]=[C:32]([CH:34]=[CH:35][C:36]=1[O:37][CH:38]([CH3:40])[CH3:39])[NH2:33].C(O)(C)(C)C.C(=O)(O)[O-].[Na+]. The product is [Cl:1][C:2]1[CH:3]=[CH:4][C:5]([CH2:6][N:7]2[C:12](=[N:33][C:32]3[CH:34]=[CH:35][C:36]([O:37][CH:38]([CH3:39])[CH3:40])=[C:30]([F:29])[CH:31]=3)[NH:11][C:10](=[O:16])[N:9]([CH2:17][C:18]3[CH:19]=[N:20][C:21]([O:24][CH3:25])=[CH:22][CH:23]=3)[C:8]2=[O:26])=[CH:27][CH:28]=1. The catalyst is C(O)(=O)C. The yield is 0.820.